From a dataset of Reaction yield outcomes from USPTO patents with 853,638 reactions. Predict the reaction yield, written as a fraction of the theoretical maximum amount of product (1.0 means a 100% yield; for example, 0.34 means a 34% yield). (1) The yield is 0.830. The catalyst is C1COCC1. The reactants are [Li]CCCC.CCCCCC.[CH3:12][O:13][C:14]1[CH:19]=[CH:18][C:17]([NH:20][C:21](=O)[C:22]([CH3:25])([CH3:24])[CH3:23])=[C:16]([CH3:27])[CH:15]=1.Cl. The product is [C:22]([C:21]1[NH:20][C:17]2[C:16]([CH:27]=1)=[CH:15][C:14]([O:13][CH3:12])=[CH:19][CH:18]=2)([CH3:25])([CH3:24])[CH3:23]. (2) The reactants are [H-].[Na+].[C:3](#[N:5])[CH3:4].[F:6][C:7]([F:14])([F:13])[C:8](OCC)=[O:9]. The catalyst is O1CCOCC1. The product is [F:6][C:7]([F:14])([F:13])[C:8](=[O:9])[CH2:4][C:3]#[N:5]. The yield is 0.400.